Dataset: Full USPTO retrosynthesis dataset with 1.9M reactions from patents (1976-2016). Task: Predict the reactants needed to synthesize the given product. Given the product [C:20]([C:19]1[CH:22]=[CH:23][C:16]([N:11]2[CH2:12][CH2:13][N:8]([C:6]([O:5][C:1]([CH3:4])([CH3:2])[CH3:3])=[O:7])[CH2:9][CH:10]2[CH3:14])=[N:17][CH:18]=1)#[N:21], predict the reactants needed to synthesize it. The reactants are: [C:1]([O:5][C:6]([N:8]1[CH2:13][CH2:12][NH:11][CH:10]([CH3:14])[CH2:9]1)=[O:7])([CH3:4])([CH3:3])[CH3:2].Cl[C:16]1[CH:23]=[CH:22][C:19]([C:20]#[N:21])=[CH:18][N:17]=1.C(=O)([O-])[O-].[K+].[K+].